Dataset: Full USPTO retrosynthesis dataset with 1.9M reactions from patents (1976-2016). Task: Predict the reactants needed to synthesize the given product. (1) Given the product [CH3:1][O:2][C:3](=[O:52])[C:4]1[CH:9]=[CH:8][C:7]([NH:10][C:11]([NH:13][C@:14]([C:39]2[CH:44]=[CH:43][C:42]([CH2:45][CH2:46][C:47]([CH3:50])([CH3:49])[CH3:48])=[C:41]([Cl:51])[CH:40]=2)([CH3:38])[CH:15]([CH2:19][OH:20])[CH:16]([CH3:17])[CH3:18])=[O:12])=[N:6][CH:5]=1, predict the reactants needed to synthesize it. The reactants are: [CH3:1][O:2][C:3](=[O:52])[C:4]1[CH:9]=[CH:8][C:7]([NH:10][C:11]([NH:13][C@:14]([C:39]2[CH:44]=[CH:43][C:42]([CH2:45][CH2:46][C:47]([CH3:50])([CH3:49])[CH3:48])=[C:41]([Cl:51])[CH:40]=2)([CH3:38])[CH:15]([C:19](C2C=CC=CC=2)(C2C=CC=CC=2)[O:20][SiH2]C(C)(C)C)[CH:16]([CH3:18])[CH3:17])=[O:12])=[N:6][CH:5]=1.[F-].C([N+](CCCC)(CCCC)CCCC)CCC. (2) Given the product [Cl:1][C:2]1[N:7]=[CH:6][C:5]([O:8][CH:19]([C:13]2[CH:12]=[C:11]([O:10][CH3:9])[CH:16]=[C:15]([O:17][CH3:18])[CH:14]=2)[CH3:20])=[CH:4][N:3]=1, predict the reactants needed to synthesize it. The reactants are: [Cl:1][C:2]1[N:7]=[CH:6][C:5]([OH:8])=[CH:4][N:3]=1.[CH3:9][O:10][C:11]1[CH:12]=[C:13]([CH:19](O)[CH3:20])[CH:14]=[C:15]([O:17][CH3:18])[CH:16]=1.C(P(CCCC)CCCC)CCC.N(C(N1CCCCC1)=O)=NC(N1CCCCC1)=O. (3) Given the product [CH3:1][C:2]1[CH:18]=[CH:17][CH:16]=[C:15]([CH3:19])[C:3]=1[CH2:4][O:5][C:6]1[CH:7]=[C:8]([C:12](=[O:14])[C:23]([OH:26])=[O:24])[CH:9]=[CH:10][CH:11]=1, predict the reactants needed to synthesize it. The reactants are: [CH3:1][C:2]1[CH:18]=[CH:17][CH:16]=[C:15]([CH3:19])[C:3]=1[CH2:4][O:5][C:6]1[CH:7]=[C:8]([C:12](=[O:14])C)[CH:9]=[CH:10][CH:11]=1.[Se](=O)=O.[C:23]([O-:26])(O)=[O:24].[Na+]. (4) Given the product [CH3:30][C@H:25]1[O:26][C@@H:27]([CH3:29])[CH2:28][N:23]([C:19]2[CH:18]=[C:17]([C:9]3[CH:13]=[CH:12][O:11][C:10]=3[CH3:14])[CH:22]=[CH:21][N:20]=2)[CH2:24]1, predict the reactants needed to synthesize it. The reactants are: CC1(C)C(C)(C)OB([C:9]2[CH:13]=[CH:12][O:11][C:10]=2[CH3:14])O1.Cl[C:17]1[CH:22]=[CH:21][N:20]=[C:19]([N:23]2[CH2:28][C@H:27]([CH3:29])[O:26][C@H:25]([CH3:30])[CH2:24]2)[CH:18]=1.O.C(=O)([O-])[O-].[Na+].[Na+]. (5) Given the product [CH3:1][Si:2]([C:7]1[C:12]([F:13])=[C:11]([F:14])[C:10]([F:15])=[C:9]([F:16])[C:8]=1[F:17])([Cl:20])[Cl:22], predict the reactants needed to synthesize it. The reactants are: [CH3:1][Si:2]([C:7]1[C:12]([F:13])=[C:11]([F:14])[C:10]([F:15])=[C:9]([F:16])[C:8]=1[F:17])(OC)OC.S(Cl)([Cl:20])=O.[ClH:22].[NH+]1C=CC=CC=1. (6) The reactants are: [O:1]=[C:2]([CH2:22][CH2:23][CH2:24][CH2:25][CH2:26][C:27]([O:29][CH2:30][CH2:31][CH2:32][CH2:33][CH2:34][CH2:35][CH2:36][CH2:37][CH2:38][CH2:39][CH3:40])=[O:28])[CH2:3][CH2:4][CH2:5][CH2:6][CH2:7][C:8]([O:10][CH2:11][CH2:12][CH2:13][CH2:14][CH2:15][CH2:16][CH2:17][CH2:18][CH2:19][CH2:20][CH3:21])=[O:9].[BH4-].[Na+]. Given the product [OH:1][CH:2]([CH2:3][CH2:4][CH2:5][CH2:6][CH2:7][C:8]([O:10][CH2:11][CH2:12][CH2:13][CH2:14][CH2:15][CH2:16][CH2:17][CH2:18][CH2:19][CH2:20][CH3:21])=[O:9])[CH2:22][CH2:23][CH2:24][CH2:25][CH2:26][C:27]([O:29][CH2:30][CH2:31][CH2:32][CH2:33][CH2:34][CH2:35][CH2:36][CH2:37][CH2:38][CH2:39][CH3:40])=[O:28], predict the reactants needed to synthesize it. (7) Given the product [CH3:1][O:2][CH2:3][CH2:4][O:5][C:6]1[CH:7]=[CH:8][C:9]2[O:13][C:12]([CH:14]([OH:18])[CH:15]([CH3:16])[CH3:17])=[C:11]([CH3:19])[C:10]=2[CH:20]=1, predict the reactants needed to synthesize it. The reactants are: [CH3:1][O:2][CH2:3][CH2:4][O:5][C:6]1[CH:7]=[CH:8][C:9]2[O:13][C:12]([C:14](=[O:18])[CH:15]([CH3:17])[CH3:16])=[C:11]([CH3:19])[C:10]=2[CH:20]=1.[BH4-].[Na+]. (8) Given the product [C:1]([O:5][C:6](=[O:27])[CH2:7][CH2:8][C:9]1[CH:10]=[CH:11][C:12]([NH:19][C:20](=[O:26])[C:21]([O:23][CH2:24][CH3:25])=[O:22])=[C:13]([CH:18]=1)[C:14]([O:16][CH3:17])=[O:15])([CH3:2])([CH3:3])[CH3:4], predict the reactants needed to synthesize it. The reactants are: [C:1]([O:5][C:6](=[O:27])/[CH:7]=[CH:8]/[C:9]1[CH:10]=[CH:11][C:12]([NH:19][C:20](=[O:26])[C:21]([O:23][CH2:24][CH3:25])=[O:22])=[C:13]([CH:18]=1)[C:14]([O:16][CH3:17])=[O:15])([CH3:4])([CH3:3])[CH3:2]. (9) Given the product [CH3:1][O:2][C:3]1[CH:8]=[CH:7][C:6]([C:9]2[S:13][C:12]([CH:14]([C:17]3[CH:22]=[CH:21][CH:20]=[CH:19][CH:18]=3)[OH:15])=[CH:11][CH:10]=2)=[CH:5][CH:4]=1, predict the reactants needed to synthesize it. The reactants are: [CH3:1][O:2][C:3]1[CH:8]=[CH:7][C:6]([C:9]2[S:13][C:12]([CH:14]=[O:15])=[CH:11][CH:10]=2)=[CH:5][CH:4]=1.C(Br)[C:17]1[CH:22]=[CH:21][CH:20]=[CH:19][CH:18]=1.